Dataset: NCI-60 drug combinations with 297,098 pairs across 59 cell lines. Task: Regression. Given two drug SMILES strings and cell line genomic features, predict the synergy score measuring deviation from expected non-interaction effect. (1) Drug 1: CC1OCC2C(O1)C(C(C(O2)OC3C4COC(=O)C4C(C5=CC6=C(C=C35)OCO6)C7=CC(=C(C(=C7)OC)O)OC)O)O. Drug 2: COCCOC1=C(C=C2C(=C1)C(=NC=N2)NC3=CC=CC(=C3)C#C)OCCOC.Cl. Cell line: BT-549. Synergy scores: CSS=28.5, Synergy_ZIP=5.43, Synergy_Bliss=5.02, Synergy_Loewe=-4.45, Synergy_HSA=4.42. (2) Drug 1: C1CCC(C1)C(CC#N)N2C=C(C=N2)C3=C4C=CNC4=NC=N3. Drug 2: C1CN(CCN1C(=O)CCBr)C(=O)CCBr. Cell line: SW-620. Synergy scores: CSS=22.5, Synergy_ZIP=-6.08, Synergy_Bliss=-1.64, Synergy_Loewe=-4.61, Synergy_HSA=-4.56. (3) Drug 2: CC1C(C(CC(O1)OC2CC(CC3=C2C(=C4C(=C3O)C(=O)C5=CC=CC=C5C4=O)O)(C(=O)C)O)N)O. Cell line: OVCAR-5. Drug 1: C1=CN(C=N1)CC(O)(P(=O)(O)O)P(=O)(O)O. Synergy scores: CSS=35.2, Synergy_ZIP=-1.29, Synergy_Bliss=-1.69, Synergy_Loewe=-23.9, Synergy_HSA=-0.0207. (4) Drug 1: CCC1=CC2CC(C3=C(CN(C2)C1)C4=CC=CC=C4N3)(C5=C(C=C6C(=C5)C78CCN9C7C(C=CC9)(C(C(C8N6C)(C(=O)OC)O)OC(=O)C)CC)OC)C(=O)OC.C(C(C(=O)O)O)(C(=O)O)O. Drug 2: C1CNP(=O)(OC1)N(CCCl)CCCl. Cell line: SF-539. Synergy scores: CSS=26.2, Synergy_ZIP=2.39, Synergy_Bliss=3.81, Synergy_Loewe=-57.5, Synergy_HSA=-0.925.